From a dataset of NCI-60 drug combinations with 297,098 pairs across 59 cell lines. Regression. Given two drug SMILES strings and cell line genomic features, predict the synergy score measuring deviation from expected non-interaction effect. Drug 1: C1CN1C2=NC(=NC(=N2)N3CC3)N4CC4. Drug 2: CN(CC1=CN=C2C(=N1)C(=NC(=N2)N)N)C3=CC=C(C=C3)C(=O)NC(CCC(=O)O)C(=O)O. Cell line: SF-295. Synergy scores: CSS=52.4, Synergy_ZIP=-6.75, Synergy_Bliss=-9.59, Synergy_Loewe=-6.07, Synergy_HSA=-4.65.